From a dataset of Full USPTO retrosynthesis dataset with 1.9M reactions from patents (1976-2016). Predict the reactants needed to synthesize the given product. (1) The reactants are: [CH3:1][NH:2][C:3]([C:5]1[C:9]2[CH:10]=[C:11](B3OC(C)(C)C(C)(C)O3)[C:12]([N:14]([CH3:19])[S:15]([CH3:18])(=[O:17])=[O:16])=[CH:13][C:8]=2[O:7][C:6]=1[N:29]1[CH2:34][CH2:33][O:32][CH2:31][CH2:30]1)=[O:4].Cl[C:36]1[CH:37]=[CH:38][C:39]2[O:52][CH2:51][N:42]3[C:43]4[CH:44]=[CH:45][CH:46]=[C:47]([F:50])[C:48]=4[CH:49]=[C:41]3[C:40]=2[N:53]=1.C([O-])([O-])=O.[Na+].[Na+]. Given the product [F:50][C:47]1[C:48]2[CH:49]=[C:41]3[C:40]4[N:53]=[C:36]([C:11]5[C:12]([N:14]([CH3:19])[S:15]([CH3:18])(=[O:16])=[O:17])=[CH:13][C:8]6[O:7][C:6]([N:29]7[CH2:34][CH2:33][O:32][CH2:31][CH2:30]7)=[C:5]([C:3]([NH:2][CH3:1])=[O:4])[C:9]=6[CH:10]=5)[CH:37]=[CH:38][C:39]=4[O:52][CH2:51][N:42]3[C:43]=2[CH:44]=[CH:45][CH:46]=1, predict the reactants needed to synthesize it. (2) Given the product [C:15]([O:19][C:20](=[O:28])[CH2:21][O:22][C@H:23]([CH3:27])[CH2:24][CH2:25][O:26][C:30]1[C:31]2[C:38]([C:39]3[CH:40]=[CH:41][C:42]([O:45][CH3:46])=[CH:43][CH:44]=3)=[C:37]([C:47]3[CH:48]=[CH:49][CH:50]=[CH:51][CH:52]=3)[O:36][C:32]=2[N:33]=[CH:34][N:35]=1)([CH3:18])([CH3:16])[CH3:17], predict the reactants needed to synthesize it. The reactants are: C(OC(=O)COCC[C@H](O)C)(C)(C)C.[C:15]([O:19][C:20](=[O:28])[CH2:21][O:22][C@H:23]([CH3:27])[CH2:24][CH2:25][OH:26])([CH3:18])([CH3:17])[CH3:16].Cl[C:30]1[C:31]2[C:38]([C:39]3[CH:44]=[CH:43][C:42]([O:45][CH3:46])=[CH:41][CH:40]=3)=[C:37]([C:47]3[CH:52]=[CH:51][CH:50]=[CH:49][CH:48]=3)[O:36][C:32]=2[N:33]=[CH:34][N:35]=1.C(O)(=O)CC(CC(O)=O)(C(O)=O)O. (3) Given the product [CH2:38]([NH:37][S:34]([C:30]1[CH:29]=[C:28]([NH:27][C:12]([C:11]2[CH:10]=[N:9][N:8]3[C:3]([C:2]([F:26])([F:1])[F:25])=[CH:4][C:5]([C:15]4[CH:16]=[CH:17][C:18]([C:21]([F:24])([F:22])[F:23])=[CH:19][CH:20]=4)=[N:6][C:7]=23)=[O:13])[CH:33]=[CH:32][CH:31]=1)(=[O:36])=[O:35])[C:39]1[CH:44]=[CH:43][CH:42]=[CH:41][CH:40]=1, predict the reactants needed to synthesize it. The reactants are: [F:1][C:2]([F:26])([F:25])[C:3]1[N:8]2[N:9]=[CH:10][C:11]([C:12](O)=[O:13])=[C:7]2[N:6]=[C:5]([C:15]2[CH:20]=[CH:19][C:18]([C:21]([F:24])([F:23])[F:22])=[CH:17][CH:16]=2)[CH:4]=1.[NH2:27][C:28]1[CH:29]=[C:30]([S:34]([NH:37][CH2:38][C:39]2[CH:44]=[CH:43][CH:42]=[CH:41][CH:40]=2)(=[O:36])=[O:35])[CH:31]=[CH:32][CH:33]=1. (4) The reactants are: [F:1][C:2]1[CH:7]=[CH:6][C:5]([N:8]2[CH2:14][CH2:13][CH2:12][CH:11]([C:15]([OH:17])=[O:16])[CH2:10][C:9]2=[O:18])=[CH:4][CH:3]=1.S(Cl)(Cl)=O.C1COCC1.[F:28][C:29]1[CH:34]=[CH:33][C:32]([C:35](=[N:37]O)[NH2:36])=[CH:31][CH:30]=1. Given the product [F:28][C:29]1[CH:34]=[CH:33][C:32]([C:35](=[N:36][O:16][C:15]([CH:11]2[CH2:12][CH2:13][CH2:14][N:8]([C:5]3[CH:4]=[CH:3][C:2]([F:1])=[CH:7][CH:6]=3)[C:9](=[O:18])[CH2:10]2)=[O:17])[NH2:37])=[CH:31][CH:30]=1, predict the reactants needed to synthesize it. (5) The reactants are: [CH2:1]([O:8][N:9]1[C:14]2[N:15]=[CH:16][N:17]=[CH:18][C:13]=2[C:12]([OH:19])=[C:11]([CH:20]=O)[C:10]1=[O:22])[C:2]1[CH:7]=[CH:6][CH:5]=[CH:4][CH:3]=1.[CH2:23]([NH2:30])[C:24]1[CH:29]=[CH:28][CH:27]=[CH:26][CH:25]=1.C(O[BH-](OC(=O)C)OC(=O)C)(=O)C.[Na+].C(OCC)(=O)C. Given the product [CH2:23]([NH:30][CH2:20][C:11]1[C:10](=[O:22])[N:9]([O:8][CH2:1][C:2]2[CH:7]=[CH:6][CH:5]=[CH:4][CH:3]=2)[C:14]2[N:15]=[CH:16][N:17]=[CH:18][C:13]=2[C:12]=1[OH:19])[C:24]1[CH:29]=[CH:28][CH:27]=[CH:26][CH:25]=1, predict the reactants needed to synthesize it. (6) Given the product [Cl:38][C:12]1[C:11]2[C:16](=[CH:17][C:8]([C:3]3[C:2]([Cl:1])=[CH:7][CH:6]=[CH:5][N:4]=3)=[CH:9][CH:10]=2)[N:15]=[C:14]([CH2:18][N:19]2[CH2:24][C@@H:23]([CH3:25])[O:22][C@H:21]([CH3:26])[CH2:20]2)[N:13]=1, predict the reactants needed to synthesize it. The reactants are: [Cl:1][C:2]1[C:3]([C:8]2[CH:17]=[C:16]3[C:11]([C:12](O)=[N:13][C:14]([CH2:18][N:19]4[CH2:24][C@@H:23]([CH3:25])[O:22][C@H:21]([CH3:26])[CH2:20]4)=[N:15]3)=[CH:10][CH:9]=2)=[N:4][CH:5]=[CH:6][CH:7]=1.N1C(C)=CC=CC=1C.O=P(Cl)(Cl)[Cl:38]. (7) Given the product [C:14]1([S:20]([N:11]2[C:6]3=[C:7]([Cl:10])[N:8]=[CH:9][C:4]([Br:3])=[C:5]3[CH:13]=[CH:12]2)(=[O:22])=[O:21])[CH:19]=[CH:18][CH:17]=[CH:16][CH:15]=1, predict the reactants needed to synthesize it. The reactants are: [H-].[Na+].[Br:3][C:4]1[CH:9]=[N:8][C:7]([Cl:10])=[C:6]2[NH:11][CH:12]=[CH:13][C:5]=12.[C:14]1([S:20](Cl)(=[O:22])=[O:21])[CH:19]=[CH:18][CH:17]=[CH:16][CH:15]=1.P([O-])([O-])(O)=O.[Na+].[Na+].